This data is from Full USPTO retrosynthesis dataset with 1.9M reactions from patents (1976-2016). The task is: Predict the reactants needed to synthesize the given product. (1) Given the product [Br:1][C:2]1[CH:10]=[CH:9][CH:8]=[C:7]2[C:3]=1[CH2:4][CH2:5][NH:6]2, predict the reactants needed to synthesize it. The reactants are: [Br:1][C:2]1[CH:10]=[CH:9][CH:8]=[C:7]2[C:3]=1[CH:4]=[CH:5][NH:6]2.C(O)(=O)C.CO.C([BH3-])#N.[Na+]. (2) Given the product [CH:1]([N:4]([CH2:25][CH:24]1[CH:12]2[CH:11]([CH2:10][C:9]3([CH3:8])[CH:18]([CH:17]4[CH:16]([C:15]5[C:21](=[O:22])[O:23][CH:13]2[CH:14]=5)[O:20]4)[O:19]3)[O:28][C:26]1=[O:27])[CH:5]([CH3:7])[CH3:6])([CH3:3])[CH3:2], predict the reactants needed to synthesize it. The reactants are: [CH:1]([NH:4][CH:5]([CH3:7])[CH3:6])([CH3:3])[CH3:2].[CH3:8][C@@:9]12[O:19][C@H:18]1[C@@H:17]1[O:20][C@@H:16]1[C:15]1[C:21]([O:23][C@H:13]([CH:14]=1)[C@@H:12]1[C:24]([C:26]([O:28][C@H:11]1[CH2:10]2)=[O:27])=[CH2:25])=[O:22]. (3) Given the product [CH:35]1[C:44]2[C:39](=[CH:40][CH:41]=[CH:42][CH:43]=2)[CH:38]=[CH:37][C:36]=1/[CH:45]=[CH:46]/[C:47]([OH:49])=[O:48].[OH:1][C@H:2]([C:26]1[CH:31]=[CH:30][C:29]([OH:32])=[C:28]([CH2:33][OH:34])[CH:27]=1)[CH2:3][NH:4][CH2:5][CH2:6][CH2:7][CH2:8][CH2:9][CH2:10][CH2:11][O:12][CH2:13][CH2:14][CH2:15][C:16]1[CH:17]=[C:18]([S:22]([NH2:25])(=[O:24])=[O:23])[CH:19]=[CH:20][CH:21]=1, predict the reactants needed to synthesize it. The reactants are: [OH:1][C@H:2]([C:26]1[CH:31]=[CH:30][C:29]([OH:32])=[C:28]([CH2:33][OH:34])[CH:27]=1)[CH2:3][NH:4][CH2:5][CH2:6][CH2:7][CH2:8][CH2:9][CH2:10][CH2:11][O:12][CH2:13][CH2:14][CH2:15][C:16]1[CH:17]=[C:18]([S:22]([NH2:25])(=[O:24])=[O:23])[CH:19]=[CH:20][CH:21]=1.[CH:35]1[C:44]2[C:39](=[CH:40][CH:41]=[CH:42][CH:43]=2)[CH:38]=[CH:37][C:36]=1/[CH:45]=[CH:46]/[C:47]([OH:49])=[O:48]. (4) Given the product [CH2:1]([N:4]([CH2:14][C:15]([O:17][CH2:18][CH3:19])=[O:16])[NH2:5])[CH:2]=[CH2:3], predict the reactants needed to synthesize it. The reactants are: [CH2:1]([NH:4][NH2:5])[CH:2]=[CH2:3].C(N(CC)CC)C.Br[CH2:14][C:15]([O:17][CH2:18][CH3:19])=[O:16]. (5) Given the product [CH2:1]([C:3]1[C:11]2[C:6](=[N:7][C:8]([CH3:24])=[C:9]([CH2:19][C:20]([OH:22])=[O:21])[C:10]=2[C:12]2[CH:17]=[CH:16][C:15]([CH3:18])=[CH:14][CH:13]=2)[S:5][C:4]=1[CH3:25])[CH3:2], predict the reactants needed to synthesize it. The reactants are: [CH2:1]([C:3]1[C:11]2[C:6](=[N:7][C:8]([CH3:24])=[C:9]([CH2:19][C:20]([O:22]C)=[O:21])[C:10]=2[C:12]2[CH:17]=[CH:16][C:15]([CH3:18])=[CH:14][CH:13]=2)[S:5][C:4]=1[CH3:25])[CH3:2].[O-2].[Li+].[Li+].Cl. (6) Given the product [ClH:1].[Cl:1][C:2]1[CH:36]=[CH:35][C:5]([CH2:6][CH2:7][N:8]2[CH2:13][CH2:12][N:11]([C:14]3[CH:19]=[CH:18][C:17]4[C:20]5[CH2:25][CH2:24][NH:23][CH2:22][C:21]=5[S:33][C:16]=4[CH:15]=3)[C:10](=[O:34])[CH2:9]2)=[CH:4][CH:3]=1, predict the reactants needed to synthesize it. The reactants are: [Cl:1][C:2]1[CH:36]=[CH:35][C:5]([CH2:6][CH2:7][N:8]2[CH2:13][CH2:12][N:11]([C:14]3[CH:19]=[CH:18][C:17]4[C:20]5[CH2:25][CH2:24][N:23](C(OC(C)(C)C)=O)[CH2:22][C:21]=5[S:33][C:16]=4[CH:15]=3)[C:10](=[O:34])[CH2:9]2)=[CH:4][CH:3]=1.Cl. (7) Given the product [N+:28]([C:25]1[CH:26]=[CH:27][C:22]([O:1][C:2]2[CH:3]=[C:4]([CH:18]=[CH:19][CH:20]=2)[C:5]([NH:7][C:8]2[CH:13]=[CH:12][CH:11]=[C:10]([C:14]([F:15])([F:16])[F:17])[CH:9]=2)=[O:6])=[CH:23][CH:24]=1)([O-:30])=[O:29], predict the reactants needed to synthesize it. The reactants are: [OH:1][C:2]1[CH:3]=[C:4]([CH:18]=[CH:19][CH:20]=1)[C:5]([NH:7][C:8]1[CH:13]=[CH:12][CH:11]=[C:10]([C:14]([F:17])([F:16])[F:15])[CH:9]=1)=[O:6].F[C:22]1[CH:27]=[CH:26][C:25]([N+:28]([O-:30])=[O:29])=[CH:24][CH:23]=1.C(=O)([O-])[O-].[K+].[K+]. (8) Given the product [CH2:1]([C:4]1[C:14]2[O:13][CH2:12][CH2:11][N:10]([C:15]([O:17][C:18]([CH3:19])([CH3:21])[CH3:20])=[O:16])[CH2:9][C:8]=2[CH:7]=[CH:6][CH:5]=1)[CH2:2][CH3:3], predict the reactants needed to synthesize it. The reactants are: [CH:1](/[C:4]1[C:14]2[O:13][CH2:12][CH2:11][N:10]([C:15]([O:17][C:18]([CH3:21])([CH3:20])[CH3:19])=[O:16])[CH2:9][C:8]=2[CH:7]=[CH:6][CH:5]=1)=[CH:2]\[CH3:3]. (9) Given the product [C:12]([O:14][C:15]([CH3:23])([CH2:17][CH2:18][OH:19])[CH3:16])(=[O:13])[C:11]([O:10][C:7]([CH3:9])([CH2:6][CH2:5][OH:4])[CH3:8])=[O:24], predict the reactants needed to synthesize it. The reactants are: C([O:4][CH2:5][CH2:6][C:7]([O:10][C:11](=[O:24])[C:12]([O:14][C:15]([CH3:23])([CH2:17][CH2:18][O:19]C(=O)C)[CH3:16])=[O:13])([CH3:9])[CH3:8])(=O)C.